Dataset: Full USPTO retrosynthesis dataset with 1.9M reactions from patents (1976-2016). Task: Predict the reactants needed to synthesize the given product. (1) Given the product [CH3:1][N:2]1[C:10]2[C:5](=[CH:6][CH:7]=[C:8]([NH2:11])[CH:9]=2)[C:4]([C:14]2[CH:15]=[CH:16][CH:17]=[CH:18][CH:19]=2)=[CH:3]1, predict the reactants needed to synthesize it. The reactants are: [CH3:1][N:2]1[C:10]2[C:5](=[CH:6][CH:7]=[C:8]([N+:11]([O-])=O)[CH:9]=2)[C:4]([C:14]2[CH:19]=[CH:18][CH:17]=[CH:16][CH:15]=2)=[CH:3]1.[Cl-].[NH4+].C(O)C.O. (2) Given the product [Cl:24][C:25]1[CH:26]=[CH:27][C:28]([O:29][C:30]2[CH:31]=[C:32]([CH:45]=[CH:46][CH:47]=2)[CH2:33][N:34]([C@@H:35]2[C:44]3[C:39](=[CH:40][CH:41]=[CH:42][CH:43]=3)[CH2:38][CH2:37][CH2:36]2)[C:7]([C:6]2[CH:1]=[C:2]([C:15]([OH:14])=[O:16])[C:3]([C:12]([OH:51])=[O:13])=[CH:4][C:5]=2[C:10]([OH:9])=[O:11])=[O:8])=[CH:48][CH:49]=1, predict the reactants needed to synthesize it. The reactants are: [CH:1]1[C:6]2[C:7]([O:9][C:10](=[O:11])[C:5]=2[CH:4]=[C:3]2[C:12]([O:14][C:15](=[O:16])[C:2]=12)=[O:13])=[O:8].C(N(CC)CC)C.[Cl:24][C:25]1[CH:49]=[CH:48][C:28]([O:29][C:30]2[CH:31]=[C:32]([CH:45]=[CH:46][CH:47]=2)[CH2:33][NH:34][C@@H:35]2[C:44]3[C:39](=[CH:40][CH:41]=[CH:42][CH:43]=3)[CH2:38][CH2:37][CH2:36]2)=[CH:27][CH:26]=1.C([O-])([O-])=[O:51].[Na+].[Na+].Cl. (3) Given the product [CH2:16]([O:18][C:19](=[O:37])[CH:20]([C:21]1[C:22]([CH3:36])=[N:23][C:24]2[N:25]([N:28]=[C:29]([C:31]([O:33][CH2:34][CH3:35])=[O:32])[CH:30]=2)[C:26]=1[I:27])[OH:14])[CH3:17], predict the reactants needed to synthesize it. The reactants are: C[Si]([N-][Si](C)(C)C)(C)C.[K+].C1C[O:14]CC1.[CH2:16]([O:18][C:19](=[O:37])[CH2:20][C:21]1[C:22]([CH3:36])=[N:23][C:24]2[N:25]([N:28]=[C:29]([C:31]([O:33][CH2:34][CH3:35])=[O:32])[CH:30]=2)[C:26]=1[I:27])[CH3:17].C1(C2ON2S(C2C=CC=CC=2)(=O)=O)C=CC=CC=1. (4) The reactants are: C(O)(C(F)(F)F)=O.[F:8][C:9]1([F:46])[CH2:11][CH:10]1[C:12]([NH:14][C:15]1[CH:16]=[C:17]2[C:21](=[CH:22][CH:23]=1)[N:20](C1CCCCO1)[N:19]=[C:18]2[C:30]1[NH:34][C:33]2[CH:35]=[CH:36][C:37]([N:39]3[CH2:44][CH2:43][CH:42]([CH3:45])[CH2:41][CH2:40]3)=[CH:38][C:32]=2[N:31]=1)=[O:13]. Given the product [F:46][C:9]1([F:8])[CH2:11][CH:10]1[C:12]([NH:14][C:15]1[CH:16]=[C:17]2[C:21](=[CH:22][CH:23]=1)[NH:20][N:19]=[C:18]2[C:30]1[NH:34][C:33]2[CH:35]=[CH:36][C:37]([N:39]3[CH2:40][CH2:41][CH:42]([CH3:45])[CH2:43][CH2:44]3)=[CH:38][C:32]=2[N:31]=1)=[O:13], predict the reactants needed to synthesize it. (5) Given the product [C:1]([O:4][CH2:5][C@@H:6]1[C@@H:11]([O:12][C:13](=[O:15])[CH3:14])[C@H:10]([O:16][C:17](=[O:19])[CH3:18])[C@@H:9]([O:20][C:21](=[O:23])[CH3:22])[C@H:8]([N:38]2[C:39]3[C:44](=[C:43]([CH3:45])[CH:42]=[CH:41][CH:40]=3)[CH:36]([CH2:35][C:32]3[CH:31]=[CH:30][C:29]([Br:28])=[CH:34][CH:33]=3)[CH2:37]2)[O:7]1)(=[O:3])[CH3:2], predict the reactants needed to synthesize it. The reactants are: [C:1]([O:4][CH2:5][C@@H:6]1[CH:11]([O:12][C:13](=[O:15])[CH3:14])[C@H:10]([O:16][C:17](=[O:19])[CH3:18])[C@@H:9]([O:20][C:21](=[O:23])[CH3:22])[C@H:8](OC(=O)C)[O:7]1)(=[O:3])[CH3:2].[Br:28][C:29]1[CH:34]=[CH:33][C:32]([CH2:35][CH:36]2[C:44]3[C:39](=[CH:40][CH:41]=[CH:42][C:43]=3[CH3:45])[NH:38][CH2:37]2)=[CH:31][CH:30]=1.C(O)(=O)C. (6) Given the product [F:28][C:24]1[CH:25]=[CH:26][CH:27]=[C:2]([F:1])[C:3]=1[C:4]([NH:6][C:7]1[CH:11]=[CH:10][N:9]([CH2:12][C:13]2[CH:18]=[CH:17][C:16]([O:19][CH2:36][C:37]([O:39][CH3:40])=[O:38])=[CH:15][C:14]=2[C:20]([F:23])([F:21])[F:22])[N:8]=1)=[O:5], predict the reactants needed to synthesize it. The reactants are: [F:1][C:2]1[CH:27]=[CH:26][CH:25]=[C:24]([F:28])[C:3]=1[C:4]([NH:6][C:7]1[CH:11]=[CH:10][N:9]([CH2:12][C:13]2[CH:18]=[CH:17][C:16]([OH:19])=[CH:15][C:14]=2[C:20]([F:23])([F:22])[F:21])[N:8]=1)=[O:5].CC(C)([O-])C.[K+].Br[CH2:36][C:37]([O:39][CH3:40])=[O:38].